The task is: Predict the reactants needed to synthesize the given product.. This data is from Full USPTO retrosynthesis dataset with 1.9M reactions from patents (1976-2016). (1) Given the product [Cl:13][C:12]1[CH:11]=[C:10]([N:14]2[CH2:15][CH2:16][N:17]([C:20]([C:22]3[CH:27]=[C:26]([S:28]([CH3:31])(=[O:29])=[O:30])[CH:25]=[CH:24][C:23]=3[C:32]3[CH:37]=[CH:36][CH:35]=[CH:34][CH:33]=3)=[O:21])[CH2:18][CH2:19]2)[CH:9]=[C:8]([Cl:38])[C:7]=1[O:6][CH:5]([CH2:4][CH3:3])[CH2:39][N:41]([CH3:44])[CH3:42], predict the reactants needed to synthesize it. The reactants are: BrC[CH2:3][CH2:4][CH2:5][O:6][C:7]1[C:12]([Cl:13])=[CH:11][C:10]([N:14]2[CH2:19][CH2:18][N:17]([C:20]([C:22]3[CH:27]=[C:26]([S:28]([CH3:31])(=[O:30])=[O:29])[CH:25]=[CH:24][C:23]=3[C:32]3[CH:37]=[CH:36][CH:35]=[CH:34][CH:33]=3)=[O:21])[CH2:16][CH2:15]2)=[CH:9][C:8]=1[Cl:38].[CH2:39]([N:41]([CH2:44]C)[CH2:42]C)C.Cl.CNC. (2) Given the product [C:1]([O:4][C@@H:5]1[C@@H:10]([O:11][C:12](=[O:14])[CH3:13])[C@H:9]([O:15][C:16](=[O:18])[CH3:17])[C@@H:8]([CH2:19][O:20][C:21](=[O:23])[CH3:22])[O:7][C@H:6]1[O:24][C:25]1[C:29]([CH2:30][C:31]2[CH:36]=[CH:35][C:34]([O:37][CH2:38][CH2:39][NH:40][C:61]([NH2:62])=[N:60][C:58]([O:57][CH2:50][C:51]3[CH:52]=[CH:53][CH:54]=[CH:55][CH:56]=3)=[O:59])=[CH:33][C:32]=2[CH3:41])=[C:28]([CH:42]([CH3:44])[CH3:43])[NH:27][N:26]=1)(=[O:3])[CH3:2], predict the reactants needed to synthesize it. The reactants are: [C:1]([O:4][C@@H:5]1[C@@H:10]([O:11][C:12](=[O:14])[CH3:13])[C@H:9]([O:15][C:16](=[O:18])[CH3:17])[C@@H:8]([CH2:19][O:20][C:21](=[O:23])[CH3:22])[O:7][C@H:6]1[O:24][C:25]1[C:29]([CH2:30][C:31]2[CH:36]=[CH:35][C:34]([O:37][CH2:38][CH2:39][NH2:40])=[CH:33][C:32]=2[CH3:41])=[C:28]([CH:42]([CH3:44])[CH3:43])[NH:27][N:26]=1)(=[O:3])[CH3:2].CN(C)C=O.[CH2:50]([O:57][C:58]([NH:60][C:61](N1C=CC=N1)=[NH:62])=[O:59])[C:51]1[CH:56]=[CH:55][CH:54]=[CH:53][CH:52]=1.